From a dataset of Full USPTO retrosynthesis dataset with 1.9M reactions from patents (1976-2016). Predict the reactants needed to synthesize the given product. (1) Given the product [C:1]1([C:24]2[CH:25]=[CH:26][CH:27]=[CH:28][CH:29]=2)[CH:2]=[CH:3][C:4]([CH2:7][C:8]([N:15]2[C:19]3[CH:20]=[CH:21][CH:22]=[CH:23][C:18]=3[N:17]=[N:16]2)([C:9]2[CH:10]=[CH:11][CH:12]=[CH:13][CH:14]=2)[CH2:36][C:37]2[CH:38]=[CH:39][C:40]([B:43]3[O:44][C:45]([CH3:51])([CH3:50])[C:46]([CH3:49])([CH3:48])[O:47]3)=[CH:41][CH:42]=2)=[CH:5][CH:6]=1, predict the reactants needed to synthesize it. The reactants are: [C:1]1([C:24]2[CH:29]=[CH:28][CH:27]=[CH:26][CH:25]=2)[CH:6]=[CH:5][C:4]([CH2:7][CH:8]([N:15]2[C:19]3[CH:20]=[CH:21][CH:22]=[CH:23][C:18]=3[N:17]=[N:16]2)[C:9]2[CH:14]=[CH:13][CH:12]=[CH:11][CH:10]=2)=[CH:3][CH:2]=1.C([Li])CCC.Br[CH2:36][C:37]1[CH:42]=[CH:41][C:40]([B:43]2[O:47][C:46]([CH3:49])([CH3:48])[C:45]([CH3:51])([CH3:50])[O:44]2)=[CH:39][CH:38]=1. (2) The reactants are: CN1CCOCC1.ClC(OCC(C)C)=O.[Cl:16][CH2:17][C:18]1[N:19]=[C:20]([C:23]2[CH:31]=[CH:30][C:26]([C:27]([OH:29])=O)=[CH:25][CH:24]=2)[S:21][CH:22]=1.Cl.[CH2:33]([C:38]1[CH:45]=[CH:44][C:41]([CH2:42][NH2:43])=[CH:40][CH:39]=1)[CH2:34][CH2:35][CH2:36][CH3:37]. Given the product [Cl:16][CH2:17][C:18]1[N:19]=[C:20]([C:23]2[CH:24]=[CH:25][C:26]([C:27]([NH:43][CH2:42][C:41]3[CH:44]=[CH:45][C:38]([CH2:33][CH2:34][CH2:35][CH2:36][CH3:37])=[CH:39][CH:40]=3)=[O:29])=[CH:30][CH:31]=2)[S:21][CH:22]=1, predict the reactants needed to synthesize it.